The task is: Predict which catalyst facilitates the given reaction.. This data is from Catalyst prediction with 721,799 reactions and 888 catalyst types from USPTO. (1) Reactant: [O:1]=[C:2]1[C:10]2([C:14]3=[CH:15][C:16]4[O:20][CH2:19][O:18][C:17]=4[CH:21]=[C:13]3[O:12][CH2:11]2)[C:9]2[C:4](=[CH:5][CH:6]=[CH:7][CH:8]=2)[N:3]1[CH2:22][CH2:23][CH:24]1[CH2:29][CH2:28][N:27](C(OC(C)(C)C)=O)[CH2:26][CH2:25]1.[ClH:37].CCOCC. Product: [ClH:37].[NH:27]1[CH2:28][CH2:29][CH:24]([CH2:23][CH2:22][N:3]2[C:4]3[C:9](=[CH:8][CH:7]=[CH:6][CH:5]=3)[C:10]3([C:14]4=[CH:15][C:16]5[O:20][CH2:19][O:18][C:17]=5[CH:21]=[C:13]4[O:12][CH2:11]3)[C:2]2=[O:1])[CH2:25][CH2:26]1. The catalyst class is: 12. (2) Reactant: [CH3:1][O:2][C:3]1[CH:4]=[C:5]2[C:10](=[CH:11][C:12]=1[O:13][CH3:14])[N:9]=[CH:8][CH:7]=[C:6]2[O:15][C:16]1[CH:22]=[CH:21][C:19]([NH2:20])=[C:18]([CH3:23])[C:17]=1[CH3:24].C(N(CC)CC)C.[C:32](Cl)(Cl)=[S:33].[CH2:36]([N:38]([CH2:46][CH3:47])[C:39]1C=CC=C[C:40]=1[NH2:45])[CH3:37]. Product: [CH3:1][O:2][C:3]1[CH:4]=[C:5]2[C:10](=[CH:11][C:12]=1[O:13][CH3:14])[N:9]=[CH:8][CH:7]=[C:6]2[O:15][C:16]1[CH:22]=[CH:21][C:19]([NH:20][C:32]([NH:45][CH2:40][CH2:39][N:38]([CH2:46][CH3:47])[CH2:36][CH3:37])=[S:33])=[C:18]([CH3:23])[C:17]=1[CH3:24]. The catalyst class is: 42. (3) Reactant: Br[C:2]1[CH:3]=C[C:5](O)=[C:6]([C:8]2[CH:17]=[CH:16][C:15]3[C:10](=[CH:11][CH:12]=[C:13]([C:18]4[N:22]([CH:23]5[CH2:28][CH2:27][CH2:26][CH2:25][CH2:24]5)[C:21]5[CH:29]=[CH:30][C:31]([C:33]([OH:35])=[O:34])=[CH:32][C:20]=5[N:19]=4)[CH:14]=3)[N:9]=2)[CH:7]=1.C(OC(C1C=CC2[N:46](C3CCCCC3)C(C3C=CC(N)=C(C=O)C=3)=NC=2C=1)=O)C.N1C=CC=C(C(=O)C)C=1.[OH-].[K+]. Product: [CH:23]1([N:22]2[C:21]3[CH:29]=[CH:30][C:31]([C:33]([OH:35])=[O:34])=[CH:32][C:20]=3[N:19]=[C:18]2[C:13]2[CH:14]=[C:15]3[C:10](=[CH:11][CH:12]=2)[N:9]=[C:8]([C:6]2[CH:5]=[N:46][CH:3]=[CH:2][CH:7]=2)[CH:17]=[CH:16]3)[CH2:28][CH2:27][CH2:26][CH2:25][CH2:24]1. The catalyst class is: 8. (4) Reactant: [F:1][C:2]([F:11])([C:5]1[CH:10]=[CH:9][N:8]=[CH:7][CH:6]=1)[CH2:3][OH:4].N1C=CN=C1.[C:17]([Si:21]([CH3:24])([CH3:23])Cl)([CH3:20])([CH3:19])[CH3:18].O. Product: [Si:21]([O:4][CH2:3][C:2]([C:5]1[CH:10]=[CH:9][N:8]=[CH:7][CH:6]=1)([F:1])[F:11])([C:17]([CH3:20])([CH3:19])[CH3:18])([CH3:24])[CH3:23]. The catalyst class is: 3. (5) Reactant: [C:1]([NH:8][C:9]([O:11][C:12]([CH3:15])([CH3:14])[CH3:13])=[O:10])([O:3][C:4]([CH3:7])([CH3:6])[CH3:5])=[O:2].CC(C)([O-])C.[K+].[Br:22][C:23]1[CH:24]=[N:25][CH:26]=[CH:27][C:28]=1[CH2:29]Cl.O. Product: [Br:22][C:23]1[CH:24]=[N:25][CH:26]=[CH:27][C:28]=1[CH2:29][N:8]([C:1]([O:3][C:4]([CH3:6])([CH3:7])[CH3:5])=[O:2])[C:9]([O:11][C:12]([CH3:15])([CH3:14])[CH3:13])=[O:10]. The catalyst class is: 3. (6) Reactant: [CH3:1][O:2][C:3]([C:5]1([N:13]([C:15](=[O:27])[CH2:16][C:17]2[C:22]([CH:23]=[CH2:24])=[CH:21][C:20]([CH3:25])=[CH:19][C:18]=2[CH3:26])[OH:14])[CH2:10][CH2:9][N:8]([O:11][CH3:12])[CH2:7][CH2:6]1)=[O:4].[O:28]1[CH:32]=[CH:31][CH2:30][CH2:29]1.O.C1(C)C=CC(S(O)(=O)=O)=CC=1. Product: [CH3:1][O:2][C:3]([C:5]1([N:13]([C:15](=[O:27])[CH2:16][C:17]2[C:22]([CH:23]=[CH2:24])=[CH:21][C:20]([CH3:25])=[CH:19][C:18]=2[CH3:26])[O:14][CH:29]2[CH2:30][CH2:31][CH2:32][O:28]2)[CH2:6][CH2:7][N:8]([O:11][CH3:12])[CH2:9][CH2:10]1)=[O:4]. The catalyst class is: 4. (7) Reactant: Br[CH2:2][CH2:3][CH2:4][CH2:5][CH2:6][C:7]([NH:9][C:10]1[S:14][C:13]([NH:15][C:16]2[CH:25]=[CH:24][C:23]3[C:18](=[CH:19][CH:20]=[CH:21][CH:22]=3)[CH:17]=2)=[N:12][C:11]=1[C:26]([NH2:28])=[O:27])=[O:8].[NH:29]1[CH2:34][CH2:33][O:32][CH2:31][CH2:30]1. Product: [O:32]1[CH2:33][CH2:34][N:29]([CH2:2][CH2:3][CH2:4][CH2:5][CH2:6][C:7]([NH:9][C:10]2[S:14][C:13]([NH:15][C:16]3[CH:25]=[CH:24][C:23]4[C:18](=[CH:19][CH:20]=[CH:21][CH:22]=4)[CH:17]=3)=[N:12][C:11]=2[C:26]([NH2:28])=[O:27])=[O:8])[CH2:30][CH2:31]1. The catalyst class is: 44. (8) The catalyst class is: 10. Product: [CH2:6]1[C:7]2=[CH:15][C:14]3[CH:13]=[CH:12][CH:11]=[CH:10][C:9]=3[N:8]2[CH2:16][CH2:17][N:5]1[C:3](=[O:4])[CH:2]([N:32]1[CH2:33][CH2:34][N:29]([CH3:28])[CH2:30][CH2:31]1)[CH3:18]. Reactant: Cl[CH:2]([CH3:18])[C:3]([N:5]1[CH2:17][CH2:16][N:8]2[C:9]3[CH:10]=[CH:11][CH:12]=[CH:13][C:14]=3[CH:15]=[C:7]2[CH2:6]1)=[O:4].C(N(C(C)C)CC)(C)C.[CH3:28][N:29]1[CH2:34][CH2:33][NH:32][CH2:31][CH2:30]1. (9) Reactant: [C:1]([C:3]1[CH:22]=[CH:21][C:6]([O:7][C:8]2[C:9]([CH2:19][CH3:20])=[N:10][N:11]([CH2:15][C:16](O)=[O:17])[C:12]=2[CH2:13][CH3:14])=[CH:5][CH:4]=1)#[N:2].[C:23](NN)(=[O:25])[CH3:24].Cl.CN(C)CCCN=C=NCC.O.O[N:42]1C2C=CC=CC=2N=[N:43]1.CN1CCOCC1. Product: [C:23]([CH:15]([N:11]1[C:12]([CH2:13][CH3:14])=[C:8]([O:7][C:6]2[CH:21]=[CH:22][C:3]([C:1]#[N:2])=[CH:4][CH:5]=2)[C:9]([CH2:19][CH3:20])=[N:10]1)[C:16]([NH:42][NH2:43])=[O:17])(=[O:25])[CH3:24]. The catalyst class is: 9. (10) Reactant: N1C=CC=CC=1C(O)=O.[NH2:10][C:11]1[C:16]([C:17]2[CH:22]=[CH:21][C:20]([OH:23])=[CH:19][CH:18]=2)=[CH:15][CH:14]=[CH:13][N:12]=1.P([O-])([O-])([O-])=O.[K+].[K+].[K+].[F:32][C:33]1[CH:38]=[CH:37][C:36](I)=[C:35]([CH3:40])[CH:34]=1. Product: [F:32][C:33]1[CH:38]=[CH:37][C:36]([O:23][C:20]2[CH:21]=[CH:22][C:17]([C:16]3[C:11]([NH2:10])=[N:12][CH:13]=[CH:14][CH:15]=3)=[CH:18][CH:19]=2)=[C:35]([CH3:40])[CH:34]=1. The catalyst class is: 419.